This data is from Forward reaction prediction with 1.9M reactions from USPTO patents (1976-2016). The task is: Predict the product of the given reaction. (1) Given the reactants [Cl:1][C:2]1[CH:7]=[CH:6][C:5]([N:8]([CH:15]2[C:24]3[C:19](=[N:20][CH:21]=[CH:22][CH:23]=3)[NH:18][CH:17]([CH3:25])[CH2:16]2)C(=O)C(F)(F)F)=[CH:4][CH:3]=1.C[Si](C)(C)N[Si](C)(C)C.[Na].[O:36]1CC[CH2:38][CH2:37]1.C(OC(=O)C)(=O)C.[Cl-].[NH4+], predict the reaction product. The product is: [C:37]([N:18]1[C:19]2[C:24](=[CH:23][CH:22]=[CH:21][N:20]=2)[C@H:15]([NH:8][C:5]2[CH:4]=[CH:3][C:2]([Cl:1])=[CH:7][CH:6]=2)[CH2:16][C@@H:17]1[CH3:25])(=[O:36])[CH3:38]. (2) Given the reactants [Cl:1][C:2]1[CH:3]=[C:4]([CH:34]=[C:35]([Cl:37])[CH:36]=1)[CH2:5][N:6]([CH2:26][C:27]1[CH:32]=[CH:31][C:30]([F:33])=[CH:29][CH:28]=1)[S:7]([C:10]1[CH:15]=[CH:14][CH:13]=[C:12]([CH2:16][NH:17][CH2:18][C:19]2[CH:24]=[CH:23][C:22]([F:25])=[CH:21][CH:20]=2)[CH:11]=1)(=[O:9])=[O:8].[Cl:38][C:39]1[C:40]([OH:50])=[C:41]([S:46](Cl)(=[O:48])=[O:47])[CH:42]=[C:43]([Cl:45])[CH:44]=1.CCN(CC)CC.S(Cl)(Cl)(=O)=O, predict the reaction product. The product is: [Cl:38][C:39]1[C:40]([OH:50])=[C:41]([S:46]([N:17]([CH2:16][C:12]2[CH:13]=[CH:14][CH:15]=[C:10]([S:7](=[O:8])(=[O:9])[N:6]([CH2:5][C:4]3[CH:3]=[C:2]([Cl:1])[CH:36]=[C:35]([Cl:37])[CH:34]=3)[CH2:26][C:27]3[CH:32]=[CH:31][C:30]([F:33])=[CH:29][CH:28]=3)[CH:11]=2)[CH2:18][C:19]2[CH:20]=[CH:21][C:22]([F:25])=[CH:23][CH:24]=2)(=[O:48])=[O:47])[CH:42]=[C:43]([Cl:45])[CH:44]=1. (3) Given the reactants [CH3:1][C:2]1[N:31](COCC[Si](C)(C)C)[C:5]2=[N:6][CH:7]=[C:8]([C:10]3[CH:11]=[C:12]4[C:17](=[CH:18][CH:19]=3)[N:16]=[CH:15][N:14]=[C:13]4[N:20]3[C:29]4[C:24](=[CH:25][CH:26]=[CH:27][CH:28]=4)[C:23](=[O:30])[CH2:22][CH2:21]3)[CH:9]=[C:4]2[N:3]=1.FC(F)(F)C(O)=O, predict the reaction product. The product is: [CH3:1][C:2]1[NH:31][C:5]2=[N:6][CH:7]=[C:8]([C:10]3[CH:11]=[C:12]4[C:17](=[CH:18][CH:19]=3)[N:16]=[CH:15][N:14]=[C:13]4[N:20]3[C:29]4[C:24](=[CH:25][CH:26]=[CH:27][CH:28]=4)[C:23](=[O:30])[CH2:22][CH2:21]3)[CH:9]=[C:4]2[N:3]=1. (4) The product is: [NH2:1][C:2]1[N:7]=[CH:6][N:5]=[C:4]([NH:8][C@H:9]([C:11]2[N:20]([C:21]3[CH:26]=[CH:25][CH:24]=[CH:23][CH:22]=3)[C:19](=[O:27])[C:18]3[C:13](=[CH:14][CH:15]=[CH:16][C:17]=3[Cl:28])[N:12]=2)[CH3:10])[C:3]=1[C:37]#[C:36][C:30]1[CH:35]=[CH:34][CH:33]=[CH:32][CH:31]=1. Given the reactants [NH2:1][C:2]1[N:7]=[CH:6][N:5]=[C:4]([NH:8][C@H:9]([C:11]2[N:20]([C:21]3[CH:26]=[CH:25][CH:24]=[CH:23][CH:22]=3)[C:19](=[O:27])[C:18]3[C:13](=[CH:14][CH:15]=[CH:16][C:17]=3[Cl:28])[N:12]=2)[CH3:10])[C:3]=1I.[C:30]1([C:36]#[CH:37])[CH:35]=[CH:34][CH:33]=[CH:32][CH:31]=1, predict the reaction product. (5) Given the reactants [CH:1]1(N=C=NC2CCCCC2)CCCCC1.C(N(CC)CC)C.CC1(C)OC(=O)CC(=O)O1.[CH3:33][C@H:34]([CH2:40][CH3:41])[CH2:35][CH2:36][C:37]([OH:39])=O, predict the reaction product. The product is: [CH3:33][C@H:34]([CH2:40][CH3:41])[CH2:35][CH2:36][C:37](=[O:39])[CH3:1]. (6) Given the reactants CN(C(ON1N=NC2C=CC=NC1=2)=[N+](C)C)C.F[P-](F)(F)(F)(F)F.C(N(CC)C(C)C)(C)C.[CH2:34]([O:41][C:42]([NH:44][C:45](=[NH:62])[NH:46][CH2:47][CH2:48][CH2:49][C@@H:50]([C:59]([OH:61])=O)[NH:51][C:52]([O:54][C:55]([CH3:58])([CH3:57])[CH3:56])=[O:53])=[O:43])[C:35]1[CH:40]=[CH:39][CH:38]=[CH:37][CH:36]=1.Cl.[NH2:64][CH2:65][CH2:66][NH:67][C:68](=[O:77])[O:69][CH2:70][C:71]1[CH:76]=[CH:75][CH:74]=[CH:73][CH:72]=1, predict the reaction product. The product is: [CH2:70]([O:69][C:68](=[O:77])[NH:67][CH2:66][CH2:65][NH:64][C:59](=[O:61])[C@H:50]([CH2:49][CH2:48][CH2:47][NH:46][C:45]([NH:44][C:42]([O:41][CH2:34][C:35]1[CH:36]=[CH:37][CH:38]=[CH:39][CH:40]=1)=[O:43])=[NH:62])[NH:51][C:52]([O:54][C:55]([CH3:56])([CH3:57])[CH3:58])=[O:53])[C:71]1[CH:76]=[CH:75][CH:74]=[CH:73][CH:72]=1. (7) The product is: [CH3:25][O:26][C:27]1[CH:28]=[C:29]([NH:39][C:40]2[N:42]=[C:5]([C:6]([CH3:14])([C:8]3[O:12][N:11]=[C:10]([CH3:13])[N:9]=3)[CH3:7])[CH:4]=[CH:3][N:41]=2)[CH:30]=[CH:31][C:32]=1[N:33]1[CH:37]=[C:36]([CH3:38])[N:35]=[CH:34]1. Given the reactants CN(C)[CH:3]=[CH:4][C:5](=O)[C:6]([CH3:14])([C:8]1[O:12][N:11]=[C:10]([CH3:13])[N:9]=1)[CH3:7].[N+]([O-])(O)=O.[N+]([O-])(O)=O.[CH3:25][O:26][C:27]1[CH:28]=[C:29]([NH:39][C:40]([NH2:42])=[NH:41])[CH:30]=[CH:31][C:32]=1[N:33]1[CH:37]=[C:36]([CH3:38])[N:35]=[CH:34]1, predict the reaction product. (8) Given the reactants [CH2:1]([Sn]([CH2:1][CH2:2][CH2:3][CH3:4])([CH2:1][CH2:2][CH2:3][CH3:4])C(OCC)=C)[CH2:2][CH2:3][CH3:4].Br[C:20]1[C:21]([N:40]2[CH2:44][CH2:43][CH2:42][CH2:41]2)=[N:22][CH:23]=[C:24]([CH:39]=1)[C:25]([NH:27][C:28]1[CH:33]=[CH:32][C:31]([O:34][C:35]([F:38])([F:37])[F:36])=[CH:30][CH:29]=1)=[O:26].Cl.C([O-])C.[Na+].[Na].C(OCC)(=O)C(OCC)=O.C(O)(=O)C.O.[NH2:66][NH2:67].[NH3:68].O=P(Cl)(Cl)Cl, predict the reaction product. The product is: [C:1]([C:2]1[CH:3]=[C:4]([C:20]2[C:21]([N:40]3[CH2:44][CH2:43][CH2:42][CH2:41]3)=[N:22][CH:23]=[C:24]([CH:39]=2)[C:25]([NH:27][C:28]2[CH:33]=[CH:32][C:31]([O:34][C:35]([F:38])([F:36])[F:37])=[CH:30][CH:29]=2)=[O:26])[NH:67][N:66]=1)#[N:68]. (9) The product is: [NH2:11][CH2:10][C:9]1[CH:15]=[C:16]([F:19])[CH:17]=[CH:18][C:8]=1[S:5]([NH:4][CH:1]1[CH2:2][CH2:3]1)(=[O:6])=[O:7]. Given the reactants [CH:1]1([NH:4][S:5]([C:8]2[CH:18]=[CH:17][C:16]([F:19])=[CH:15][C:9]=2[CH2:10][NH:11]C(=O)C)(=[O:7])=[O:6])[CH2:3][CH2:2]1.Cl, predict the reaction product. (10) Given the reactants [CH:1]1([C:4]2[N:8]=[C:7]([C:9]3[C:17]4[CH:16]5[CH2:18][CH:13]([CH2:14][CH2:15]5)[C:12]=4[S:11][C:10]=3[NH2:19])[O:6][N:5]=2)[CH2:3][CH2:2]1.[C:20]12[C:28](=[O:29])[O:27][C:25](=[O:26])[C:21]=1[CH2:22][CH2:23][CH2:24]2, predict the reaction product. The product is: [CH:1]1([C:4]2[N:8]=[C:7]([C:9]3[C:17]4[CH:16]5[CH2:18][CH:13]([CH2:14][CH2:15]5)[C:12]=4[S:11][C:10]=3[NH:19][C:28]([C:20]3[CH2:24][CH2:23][CH2:22][C:21]=3[C:25]([OH:27])=[O:26])=[O:29])[O:6][N:5]=2)[CH2:2][CH2:3]1.